This data is from Catalyst prediction with 721,799 reactions and 888 catalyst types from USPTO. The task is: Predict which catalyst facilitates the given reaction. Reactant: [N+:1]([C:4]1[CH:5]=[CH:6][CH:7]=[C:8]2[C:12]=1[C:11](=[O:13])[N:10]([O:14]CC1C=CC=CC=1)[CH2:9]2)([O-])=O.[H][H]. Product: [NH2:1][C:4]1[CH:5]=[CH:6][CH:7]=[C:8]2[C:12]=1[C:11](=[O:13])[N:10]([OH:14])[CH2:9]2. The catalyst class is: 19.